Dataset: Full USPTO retrosynthesis dataset with 1.9M reactions from patents (1976-2016). Task: Predict the reactants needed to synthesize the given product. Given the product [CH3:34][O:35][CH2:36][CH2:37][NH:38][C:2]1[CH:3]=[C:4]([CH:25]=[CH:26][N:27]=1)[C:5]([NH:7][C:8]1[S:9][C:10]2[C:16]([CH:17]3[CH2:18][CH2:19][O:20][CH2:21][CH2:22]3)=[CH:15][CH:14]=[C:13]([O:23][CH3:24])[C:11]=2[N:12]=1)=[O:6], predict the reactants needed to synthesize it. The reactants are: Br[C:2]1[CH:3]=[C:4]([CH:25]=[CH:26][N:27]=1)[C:5]([NH:7][C:8]1[S:9][C:10]2[C:16]([CH:17]3[CH2:22][CH2:21][O:20][CH2:19][CH2:18]3)=[CH:15][CH:14]=[C:13]([O:23][CH3:24])[C:11]=2[N:12]=1)=[O:6].C(=O)([O-])[O-].[Cs+].[Cs+].[CH3:34][O:35][CH2:36][CH2:37][NH2:38].